From a dataset of Forward reaction prediction with 1.9M reactions from USPTO patents (1976-2016). Predict the product of the given reaction. (1) Given the reactants [C:1]1([S:7]([C:10]2[C:18]3[C:13](=[CH:14][CH:15]=[CH:16][CH:17]=3)[NH:12][C:11]=2[C:19]([NH:21][NH2:22])=[O:20])(=[O:9])=[O:8])[CH:6]=[CH:5][CH:4]=[CH:3][CH:2]=1.[Cl:23][C:24]1[CH:31]=[CH:30][C:27]([CH:28]=O)=[CH:26][CH:25]=1, predict the reaction product. The product is: [Cl:23][C:24]1[CH:31]=[CH:30][C:27]([CH:28]=[N:22][NH:21][C:19]([C:11]2[NH:12][C:13]3[C:18]([C:10]=2[S:7]([C:1]2[CH:2]=[CH:3][CH:4]=[CH:5][CH:6]=2)(=[O:9])=[O:8])=[CH:17][CH:16]=[CH:15][CH:14]=3)=[O:20])=[CH:26][CH:25]=1. (2) Given the reactants Cl.[C:2]([NH:6][OH:7])([CH3:5])([CH3:4])[CH3:3].[CH3:8][S:9][C:10]1[CH:17]=[C:16]([C:18]([F:21])([F:20])[F:19])[CH:15]=[CH:14][C:11]=1[CH:12]=O, predict the reaction product. The product is: [C:2]([N+:6]([O-:7])=[CH:12][C:11]1[CH:14]=[CH:15][C:16]([C:18]([F:19])([F:21])[F:20])=[CH:17][C:10]=1[S:9][CH3:8])([CH3:5])([CH3:4])[CH3:3]. (3) Given the reactants [CH2:1]([N+:3]([CH3:11])([CH3:10])[CH2:4][CH2:5][CH2:6][C:7]([O-:9])=[O:8])[CH3:2].[C:12]([O:15][C:16]1[CH:24]=[CH:23][CH:22]=[CH:21][C:17]=1[C:18]([OH:20])=[O:19])(=[O:14])[CH3:13], predict the reaction product. The product is: [C:12]([O:15][C:16]1[CH:24]=[CH:23][CH:22]=[CH:21][C:17]=1[C:18]([O-:20])=[O:19])(=[O:14])[CH3:13].[C:7]([CH2:6][CH2:5][CH2:4][N+:3]([CH2:1][CH3:2])([CH3:10])[CH3:11])([OH:9])=[O:8]. (4) Given the reactants Cl[C:2]1[CH:11]=[CH:10][C:9]2[NH:8][C:7]3[C:12](=[O:16])[NH:13][CH:14]=[N:15][C:6]=3[C:5]([CH2:21][CH2:22][CH:23]3[CH2:25][CH2:24]3)([C:17]([F:20])([F:19])[F:18])[C:4]=2[CH:3]=1.[CH3:26][N:27]1C(=O)CCC1, predict the reaction product. The product is: [C:26]([C:2]1[CH:11]=[CH:10][C:9]2[NH:8][C:7]3[C:12](=[O:16])[NH:13][CH:14]=[N:15][C:6]=3[C:5]([CH2:21][CH2:22][CH:23]3[CH2:24][CH2:25]3)([C:17]([F:18])([F:20])[F:19])[C:4]=2[CH:3]=1)#[N:27]. (5) Given the reactants C1(N=C=NC2CCCCC2)CCCCC1.[CH2:16]([NH:23][C@H:24]([C:26]([O:28][CH3:29])=[O:27])[CH3:25])[C:17]1[CH:22]=[CH:21][CH:20]=[CH:19][CH:18]=1.[CH2:30]([O:37][C:38]([NH:40][C:41]1([C:44](O)=[O:45])[CH2:43][CH2:42]1)=[O:39])[C:31]1[CH:36]=[CH:35][CH:34]=[CH:33][CH:32]=1, predict the reaction product. The product is: [CH2:16]([N:23]([C:44]([C:41]1([NH:40][C:38]([O:37][CH2:30][C:31]2[CH:36]=[CH:35][CH:34]=[CH:33][CH:32]=2)=[O:39])[CH2:42][CH2:43]1)=[O:45])[C@H:24]([C:26]([O:28][CH3:29])=[O:27])[CH3:25])[C:17]1[CH:22]=[CH:21][CH:20]=[CH:19][CH:18]=1. (6) Given the reactants [CH3:1][C:2]1[O:6][N:5]=[C:4]([C:7]2[CH:12]=[CH:11][CH:10]=[CH:9][CH:8]=2)[C:3]=1[CH2:13][OH:14].Cl[C:16]1[N:17]=[N:18][C:19]([I:22])=[CH:20][CH:21]=1.ClC1N=NC(Cl)=CC=1, predict the reaction product. The product is: [I:22][C:19]1[N:18]=[N:17][C:16]([O:14][CH2:13][C:3]2[C:4]([C:7]3[CH:12]=[CH:11][CH:10]=[CH:9][CH:8]=3)=[N:5][O:6][C:2]=2[CH3:1])=[CH:21][CH:20]=1.